Dataset: Peptide-MHC class I binding affinity with 185,985 pairs from IEDB/IMGT. Task: Regression. Given a peptide amino acid sequence and an MHC pseudo amino acid sequence, predict their binding affinity value. This is MHC class I binding data. The peptide sequence is TRDHVNLVL. The MHC is HLA-A25:01 with pseudo-sequence HLA-A25:01. The binding affinity (normalized) is 0.0847.